This data is from Full USPTO retrosynthesis dataset with 1.9M reactions from patents (1976-2016). The task is: Predict the reactants needed to synthesize the given product. (1) Given the product [O:1]=[C:2]1[N:6]([CH2:7][C:8]2[CH:9]=[CH:10][CH:11]=[CH:12][CH:13]=2)[C@H:5]([C:14]([OH:16])=[O:15])[CH2:4][CH2:3]1, predict the reactants needed to synthesize it. The reactants are: [O:1]=[C:2]1[N:6]([CH2:7][C:8]2[CH:13]=[CH:12][CH:11]=[CH:10][CH:9]=2)[C@H:5]([C:14]([O:16]C)=[O:15])[CH2:4][CH2:3]1.CO.[OH-].[Na+]. (2) Given the product [Cl:1][C:2]1[CH:3]=[C:4]([C:8]#[C:9][C:10]2[CH:14]3[CH2:15][CH2:16][N:17]([C:29]([NH:28][CH2:27][C:26]([CH3:32])([CH3:31])[CH3:25])=[O:30])[CH:13]3[O:12][N:11]=2)[CH:5]=[CH:6][CH:7]=1, predict the reactants needed to synthesize it. The reactants are: [Cl:1][C:2]1[CH:3]=[C:4]([C:8]#[C:9][C:10]2[NH:11][O:12][CH:13]3[NH:17][CH2:16][CH2:15][C:14]=23)[CH:5]=[CH:6][CH:7]=1.C(N(CC)CC)C.[CH3:25][C:26]([CH3:32])([CH3:31])[CH2:27][N:28]=[C:29]=[O:30].O. (3) Given the product [Br:1][C:2]1[CH:9]=[CH:8][C:5](/[CH:6]=[CH:13]/[S:14]([CH2:17][S:18](/[CH:21]=[CH:22]/[C:5]2[CH:8]=[CH:9][C:2]([Br:1])=[CH:3][CH:4]=2)(=[O:20])=[O:19])(=[O:16])=[O:15])=[CH:4][CH:3]=1, predict the reactants needed to synthesize it. The reactants are: [Br:1][C:2]1[CH:9]=[CH:8][C:5]([CH:6]=O)=[CH:4][CH:3]=1.C([CH2:13][S:14]([CH2:17][S:18]([CH2:21][C:22](O)=O)(=[O:20])=[O:19])(=[O:16])=[O:15])(O)=O. (4) Given the product [CH:1]([NH:4][CH:21]1[C:22]2[CH2:23][S:24][N:25]=[C:26]([NH2:27])[C:17]3=[N:16][N:15]([CH2:14][C:9]4[C:8]([CH3:44])=[C:7]([O:6][CH3:5])[C:12]([CH3:13])=[CH:11][N:10]=4)[N:43]=[C:19]([C:18]=23)[CH2:20]1)([CH3:3])[CH3:2], predict the reactants needed to synthesize it. The reactants are: [CH:1]([NH2:4])([CH3:3])[CH3:2].[CH3:5][O:6][C:7]1[C:12]([CH3:13])=[CH:11][N:10]=[C:9]([CH2:14][N:15]2[N:43]=[C:19]3[CH2:20][C:21](=O)[C:22]4[CH2:23][S:24][N:25]=[C:26]([N:27](C(OC(C)(C)C)=O)C(OC(C)(C)C)=O)[C:17]([C:18]=43)=[N:16]2)[C:8]=1[CH3:44].O1CCCC1.C([BH3-])#N.[Na+].